From a dataset of Full USPTO retrosynthesis dataset with 1.9M reactions from patents (1976-2016). Predict the reactants needed to synthesize the given product. (1) The reactants are: C(OC([N:8]1[C:17]2[C:12](=[N:13][C:14]([O:18][CH3:19])=[CH:15][CH:16]=2)[C@@H:11]([NH:20][C:21]2[N:26]=[C:25]([CH2:27][C:28]3[CH:33]=[C:32]([C:34]([F:37])([F:36])[F:35])[CH:31]=[C:30]([C:38]([F:41])([F:40])[F:39])[CH:29]=3)[C:24]([N:42]([CH3:44])[CH3:43])=[CH:23][N:22]=2)[CH2:10][C@H:9]1[CH2:45][CH3:46])=O)(C)(C)C. Given the product [F:41][C:38]([F:39])([F:40])[C:30]1[CH:29]=[C:28]([CH:33]=[C:32]([C:34]([F:36])([F:35])[F:37])[CH:31]=1)[CH2:27][C:25]1[C:24]([N:42]([CH3:44])[CH3:43])=[CH:23][N:22]=[C:21]([NH:20][C@@H:11]2[C:12]3[C:17](=[CH:16][CH:15]=[C:14]([O:18][CH3:19])[N:13]=3)[NH:8][C@H:9]([CH2:45][CH3:46])[CH2:10]2)[N:26]=1, predict the reactants needed to synthesize it. (2) Given the product [OH:1][C:2]1[CH:7]=[CH:6][CH:5]=[CH:4][C:3]=1[C:8]1[N:13]=[C:12]([C:11]2[CH:15]=[CH:16][CH:17]=[CH:18][C:10]=2[OH:9])[N:27]([CH2:26][C:25]2[CH:29]=[CH:30][C:22]([C:20]#[N:21])=[CH:23][CH:24]=2)[N:28]=1, predict the reactants needed to synthesize it. The reactants are: [OH:1][C:2]1[CH:7]=[CH:6][CH:5]=[CH:4][C:3]=1[C:8]1[O:9][C:10]2[CH:18]=[CH:17][CH:16]=[CH:15][C:11]=2[C:12](=O)[N:13]=1.Cl.[C:20]([C:22]1[CH:30]=[CH:29][C:25]([CH2:26][NH:27][NH2:28])=[CH:24][CH:23]=1)#[N:21].C(N(CC)CC)C. (3) Given the product [Cl:30][C:31]1[C:32]([O:41][C:42]2[CH:47]=[CH:46][C:45]([O:48][C:19]([N:16]3[CH2:15][CH2:14][CH:13]([O:12][C:11]4[CH:10]=[CH:9][C:8]([CH2:7][C:5]([O:4][CH2:1][CH:2]=[CH2:3])=[O:6])=[CH:28][CH:27]=4)[CH2:18][CH2:17]3)=[O:20])=[CH:44][CH:43]=2)=[N:33][CH:34]=[C:35]([C:37]([F:40])([F:38])[F:39])[CH:36]=1, predict the reactants needed to synthesize it. The reactants are: [CH2:1]([O:4][C:5]([CH2:7][C:8]1[CH:28]=[CH:27][C:11]([O:12][CH:13]2[CH2:18][CH2:17][N:16]([C:19](N3C=C[N+](C)=C3)=[O:20])[CH2:15][CH2:14]2)=[CH:10][CH:9]=1)=[O:6])[CH:2]=[CH2:3].[I-].[Cl:30][C:31]1[C:32]([O:41][C:42]2[CH:47]=[CH:46][C:45]([OH:48])=[CH:44][CH:43]=2)=[N:33][CH:34]=[C:35]([C:37]([F:40])([F:39])[F:38])[CH:36]=1. (4) Given the product [F:25][C:4]1[CH:3]=[C:2]([C:31]2[CH:32]=[CH:33][C:28]([O:27][CH3:26])=[CH:29][CH:30]=2)[CH:7]=[CH:6][C:5]=1[N:8]1[C:12](=[O:13])[NH:11][N:10]=[C:9]1[CH2:14][C@@H:15]1[CH2:19][CH2:18][N:17]([C:20]([N:22]([CH3:24])[CH3:23])=[O:21])[CH2:16]1, predict the reactants needed to synthesize it. The reactants are: Br[C:2]1[CH:7]=[CH:6][C:5]([N:8]2[C:12](=[O:13])[NH:11][N:10]=[C:9]2[CH2:14][C@@H:15]2[CH2:19][CH2:18][N:17]([C:20]([N:22]([CH3:24])[CH3:23])=[O:21])[CH2:16]2)=[C:4]([F:25])[CH:3]=1.[CH3:26][O:27][C:28]1[CH:33]=[CH:32][C:31](B(O)O)=[CH:30][CH:29]=1.C(=O)([O-])[O-].[K+].[K+]. (5) Given the product [F:1][C:2]([F:7])([F:6])[C:3]([O-:5])=[O:4].[Cl:8][C:9]1[CH:46]=[CH:45][C:12]([C:13]([N:15]2[CH2:21][C:20]3[CH:22]=[CH:23][C:24]([C:26]([O:28][CH2:29][CH3:30])=[O:27])=[CH:25][C:19]=3[N:18]([CH2:31][C:32]3[CH:37]=[CH:36][C:35]([C:38]4[N:42]([CH3:47])[CH2:41][CH2:40][N+:39]=4[CH3:43])=[CH:34][CH:33]=3)[C:17](=[O:44])[CH2:16]2)=[O:14])=[CH:11][CH:10]=1, predict the reactants needed to synthesize it. The reactants are: [F:1][C:2]([F:7])([F:6])[C:3]([OH:5])=[O:4].[Cl:8][C:9]1[CH:46]=[CH:45][C:12]([C:13]([N:15]2[CH2:21][C:20]3[CH:22]=[CH:23][C:24]([C:26]([O:28][CH2:29][CH3:30])=[O:27])=[CH:25][C:19]=3[N:18]([CH2:31][C:32]3[CH:37]=[CH:36][C:35]([C:38]4[N:39]([CH3:43])[CH2:40][CH2:41][N:42]=4)=[CH:34][CH:33]=3)[C:17](=[O:44])[CH2:16]2)=[O:14])=[CH:11][CH:10]=1.[C:47](=O)([O-])[O-].[K+].[K+].CI.